Dataset: Forward reaction prediction with 1.9M reactions from USPTO patents (1976-2016). Task: Predict the product of the given reaction. (1) Given the reactants [Cl:1][C:2]1[CH:7]=[CH:6][C:5]([C:8]2[O:12][C:11]([C:13]([OH:15])=O)=[CH:10][CH:9]=2)=[CH:4][CH:3]=1.Cl.[NH2:17][C:18]1[CH:19]=[C:20]([CH:27]=[CH:28][C:29]=1[CH3:30])[C:21]([NH:23][CH:24]1[CH2:26][CH2:25]1)=[O:22].CN(C=O)C, predict the reaction product. The product is: [Cl:1][C:2]1[CH:3]=[CH:4][C:5]([C:8]2[O:12][C:11]([C:13]([NH:17][C:18]3[CH:19]=[C:20]([C:21](=[O:22])[NH:23][CH:24]4[CH2:26][CH2:25]4)[CH:27]=[CH:28][C:29]=3[CH3:30])=[O:15])=[CH:10][CH:9]=2)=[CH:6][CH:7]=1. (2) Given the reactants Br[C:2]1[CH:8]=[CH:7][CH:6]=[CH:5][C:3]=1[NH2:4].[CH3:9][C:10]1[CH:11]=[C:12]([CH:16]=[CH:17][CH:18]=1)[C:13](Cl)=[O:14], predict the reaction product. The product is: [CH2:8]([N:4]1[C:13](=[O:14])[C:12]2[C:16](=[CH:17][CH:18]=[C:10]([CH3:9])[CH:11]=2)[C:2]2[CH:8]=[CH:7][CH:6]=[CH:5][C:3]1=2)[CH2:2][CH2:3][CH3:5]. (3) Given the reactants [C@@H]12C[C@@H](C=C1)C(=O)N2.Cl.Cl.[NH2:11][C@@H:12]1[CH2:16][C@H:15]([C:17]([OH:19])=[O:18])[CH:14]=[CH:13]1.CCN(C(C)C)C(C)C.[C:29](O[C:29]([O:31][C:32]([CH3:35])([CH3:34])[CH3:33])=[O:30])([O:31][C:32]([CH3:35])([CH3:34])[CH3:33])=[O:30], predict the reaction product. The product is: [C:32]([O:31][C:29]([NH:11][C@@H:12]1[CH2:16][C@H:15]([C:17]([OH:19])=[O:18])[CH:14]=[CH:13]1)=[O:30])([CH3:35])([CH3:34])[CH3:33]. (4) Given the reactants [CH3:1][S:2](Cl)(=[O:4])=[O:3].[CH3:6][C:7]1[C:12]([O:13][C:14]2[CH:19]=[CH:18][N:17]=[C:16]([NH:20][C:21]3[CH:26]=[CH:25][CH:24]=[C:23]([CH2:27][N:28]4[CH2:33][CH2:32][NH:31][CH2:30][CH2:29]4)[CH:22]=3)[CH:15]=2)=[CH:11][CH:10]=[C:9]([CH3:34])[N:8]=1.CCN(C(C)C)C(C)C, predict the reaction product. The product is: [CH3:6][C:7]1[C:12]([O:13][C:14]2[CH:19]=[CH:18][N:17]=[C:16]([NH:20][C:21]3[CH:26]=[CH:25][CH:24]=[C:23]([CH2:27][N:28]4[CH2:33][CH2:32][N:31]([S:2]([CH3:1])(=[O:4])=[O:3])[CH2:30][CH2:29]4)[CH:22]=3)[CH:15]=2)=[CH:11][CH:10]=[C:9]([CH3:34])[N:8]=1.